From a dataset of Full USPTO retrosynthesis dataset with 1.9M reactions from patents (1976-2016). Predict the reactants needed to synthesize the given product. (1) Given the product [CH3:35][C:24]1[CH:23]=[C:22]([O:21][C:19]2[CH:18]=[CH:17][N:16]=[C:15]([NH:1][C:2]3[CH:3]=[C:4]([S:10]([NH2:13])(=[O:11])=[O:12])[CH:5]=[C:6]([CH2:8][OH:9])[CH:7]=3)[CH:20]=2)[C:27]([C:28]2[CH:33]=[CH:32][CH:31]=[CH:30][N:29]=2)=[N:26][C:25]=1[CH3:34], predict the reactants needed to synthesize it. The reactants are: [NH2:1][C:2]1[CH:3]=[C:4]([S:10]([NH2:13])(=[O:12])=[O:11])[CH:5]=[C:6]([CH2:8][OH:9])[CH:7]=1.Cl[C:15]1[CH:20]=[C:19]([O:21][C:22]2[CH:23]=[C:24]([CH3:35])[C:25]([CH3:34])=[N:26][C:27]=2[C:28]2[CH:33]=[CH:32][CH:31]=[CH:30][N:29]=2)[CH:18]=[CH:17][N:16]=1. (2) Given the product [N:33]1[C:34]2[C:39](=[CH:38][CH:37]=[CH:36][CH:35]=2)[CH:30]=[N:31][CH:32]=1, predict the reactants needed to synthesize it. The reactants are: CN(C(ON1N=NC2C=CC=NC1=2)=[N+](C)C)C.F[P-](F)(F)(F)(F)F.ClC1C(F)=C(C=CC=1)N[C:30]1[C:39]2[C:34](=[CH:35][C:36](OC)=[C:37](O[C@H]3CN(C(OC(C)(C)C)=O)[C@H](C(O)=O)C3)[CH:38]=2)[N:33]=[CH:32][N:31]=1.N1CCOCC1.C(N(C(C)C)CC)(C)C. (3) Given the product [CH2:1]([O:8][C:9]1[CH:10]=[C:11]([C:15]2[N:16]=[C:17]([O:25][CH2:27][CH3:28])[N:18]3[CH:23]=[CH:22][N:21]=[C:20]([Cl:24])[C:19]=23)[CH:12]=[CH:13][CH:14]=1)[C:2]1[CH:7]=[CH:6][CH:5]=[CH:4][CH:3]=1, predict the reactants needed to synthesize it. The reactants are: [CH2:1]([O:8][C:9]1[CH:10]=[C:11]([C:15]2[NH:16][C:17](=[O:25])[N:18]3[CH:23]=[CH:22][N:21]=[C:20]([Cl:24])[C:19]=23)[CH:12]=[CH:13][CH:14]=1)[C:2]1[CH:7]=[CH:6][CH:5]=[CH:4][CH:3]=1.I[CH2:27][CH3:28]. (4) The reactants are: [N:1]([CH:4]1[CH2:9][CH2:8][N:7]([S:10]([CH3:13])(=[O:12])=[O:11])[CH2:6][CH:5]1[O:14][CH3:15])=[N+]=[N-]. Given the product [CH3:13][S:10]([N:7]1[CH2:8][CH2:9][CH:4]([NH2:1])[CH:5]([O:14][CH3:15])[CH2:6]1)(=[O:12])=[O:11], predict the reactants needed to synthesize it. (5) Given the product [C:1]([O:5][C:6](=[O:20])[NH:7][C:8]1[S:9][C:10]([C:14]#[CH:15])=[C:11]([CH3:13])[N:12]=1)([CH3:4])([CH3:3])[CH3:2], predict the reactants needed to synthesize it. The reactants are: [C:1]([O:5][C:6](=[O:20])[NH:7][C:8]1[S:9][C:10]([C:14]#[C:15][Si](C)(C)C)=[C:11]([CH3:13])[N:12]=1)([CH3:4])([CH3:3])[CH3:2].C([O-])([O-])=O.[K+].[K+]. (6) Given the product [ClH:14].[NH2:6][C@H:2]([C:3]([CH:16]1[CH2:22][C:21]([CH3:24])([CH3:23])[C:20]([NH2:32])=[N:19][C:18]2[CH:25]=[CH:26][CH:27]([CH3:30])[C:28](=[O:29])[C:17]1=2)=[O:4])[CH3:1], predict the reactants needed to synthesize it. The reactants are: [CH3:1][C@H:2]([NH:6]C(OC(C)(C)C)=O)[C:3](O)=[O:4].[ClH:14].N[CH:16]1[CH2:22][C:21]([CH3:24])([CH3:23])[CH:20]=[N:19][C:18]2[CH:25]=[CH:26][CH:27]([CH3:30])[C:28](=[O:29])[C:17]1=2.Cl.[NH2:32][C@H](C(NC1CC(C)(C)C=NC2C=CC(C)C(=O)C1=2)=O)C. (7) Given the product [C:1]([C:5]1[CH:10]=[CH:9][C:8]([S:11]([NH:15][CH2:16][C:17]2[CH:18]=[CH:19][C:20]([C:21]([OH:23])=[O:22])=[CH:24][CH:25]=2)(=[O:13])=[O:12])=[CH:7][CH:6]=1)([CH3:4])([CH3:3])[CH3:2], predict the reactants needed to synthesize it. The reactants are: [C:1]([C:5]1[CH:10]=[CH:9][C:8]([S:11](Cl)(=[O:13])=[O:12])=[CH:7][CH:6]=1)([CH3:4])([CH3:3])[CH3:2].[NH2:15][CH2:16][C:17]1[CH:25]=[CH:24][C:20]([C:21]([OH:23])=[O:22])=[CH:19][CH:18]=1.Cl. (8) Given the product [Cl:1][C:2]1[CH:3]=[CH:4][C:5]2[S:9][C:8]([CH2:10][O:11][C:12]3[C:13]([F:21])=[C:14]([C:19](=[N:30][OH:31])[NH2:20])[C:15]([F:18])=[CH:16][CH:17]=3)=[N:7][C:6]=2[CH:22]=1, predict the reactants needed to synthesize it. The reactants are: [Cl:1][C:2]1[CH:3]=[CH:4][C:5]2[S:9][C:8]([CH2:10][O:11][C:12]3[C:13]([F:21])=[C:14]([C:19]#[N:20])[C:15]([F:18])=[CH:16][CH:17]=3)=[N:7][C:6]=2[CH:22]=1.C([O-])([O-])=O.[Na+].[Na+].Cl.[NH2:30][OH:31]. (9) Given the product [CH2:32]([O:31][C:29](=[O:30])[C:28]([CH3:35])([CH3:34])[CH2:27][C:26]1[N:8]([CH2:7][C:6]2[CH:18]=[CH:19][C:3]([Cl:2])=[CH:4][CH:5]=2)[C:10]2[C:15]([C:25]=1[S:24][C:20]([CH3:23])([CH3:22])[CH3:21])=[CH:14][C:13]([O:16][CH3:17])=[CH:12][CH:11]=2)[CH3:33], predict the reactants needed to synthesize it. The reactants are: Cl.[Cl:2][C:3]1[CH:19]=[CH:18][C:6]([CH2:7][N:8]([C:10]2[CH:15]=[CH:14][C:13]([O:16][CH3:17])=[CH:12][CH:11]=2)N)=[CH:5][CH:4]=1.[C:20]([S:24][CH2:25][CH2:26][C:27](=O)[C:28]([CH3:35])([CH3:34])[C:29]([O:31][CH2:32][CH3:33])=[O:30])([CH3:23])([CH3:22])[CH3:21].C([O-])(=O)C.[Na+].C(O)(=O)C.